This data is from Retrosynthesis with 50K atom-mapped reactions and 10 reaction types from USPTO. The task is: Predict the reactants needed to synthesize the given product. (1) Given the product CCOC(=O)CNc1cc(Sc2ccccc2)nc(-c2ccccc2)n1, predict the reactants needed to synthesize it. The reactants are: CCOC(=O)CNc1cc(Cl)nc(-c2ccccc2)n1.Sc1ccccc1. (2) Given the product COC(=O)C(C)(C)Sc1cccc(OCCn2ccc3ccccc32)c1, predict the reactants needed to synthesize it. The reactants are: COC(=O)C(C)(C)Sc1cccc(O)c1.OCCn1ccc2ccccc21. (3) Given the product Cc1ccc2nc(-c3cc4ccc(COS(C)(=O)=O)cc4oc3=O)cn2c1, predict the reactants needed to synthesize it. The reactants are: CS(=O)(=O)Cl.Cc1ccc2nc(-c3cc4ccc(CO)cc4oc3=O)cn2c1. (4) Given the product CC(C)(C)OC(=O)N[C@H](C(=O)N1CCC[C@H]1C#N)[C@H]1CC[C@H](NC(=O)OCc2ccccc2)CC1, predict the reactants needed to synthesize it. The reactants are: CC(C)(C)OC(=O)N[C@H](C(=O)N1CCC[C@H]1C(N)=O)C1CCC(NC(=O)OCc2ccccc2)CC1.